This data is from Full USPTO retrosynthesis dataset with 1.9M reactions from patents (1976-2016). The task is: Predict the reactants needed to synthesize the given product. (1) Given the product [CH2:10]([C:1]1[CH:2]=[C:3]([CH:4]=[CH:5][CH:6]=1)[C:7]([OH:9])=[O:8])[CH2:34][CH2:33][CH2:32][CH2:31][CH2:30][CH2:29][CH2:28][CH2:27][CH2:26][CH2:25][CH2:24][CH2:23][CH2:22][CH2:21][CH3:20], predict the reactants needed to synthesize it. The reactants are: [C:1]1([CH3:10])[CH:6]=[CH:5][CH:4]=[C:3]([C:7]([OH:9])=[O:8])[CH:2]=1.C([N-]C(C)C)(C)C.[Li+].Br[CH2:20][CH2:21][CH2:22][CH2:23][CH2:24][CH2:25][CH2:26][CH2:27][CH2:28][CH2:29][CH2:30][CH2:31][CH2:32][CH2:33][CH3:34].Cl. (2) Given the product [C:1]([O:5][C:6]([N:8]1[CH2:13][CH2:12][C:11]([NH2:15])([CH3:14])[CH2:10][CH2:9]1)=[O:7])([CH3:4])([CH3:2])[CH3:3], predict the reactants needed to synthesize it. The reactants are: [C:1]([O:5][C:6]([N:8]1[CH2:13][CH2:12][C:11]([NH:15]C(OCC2C=CC=CC=2)=O)([CH3:14])[CH2:10][CH2:9]1)=[O:7])([CH3:4])([CH3:3])[CH3:2]. (3) Given the product [C:3]([O:7][C:8]([N:10]1[CH2:23][CH2:22][C:21]2[C:20]3[CH:19]=[CH:18][CH:17]=[CH:16][C:15]=3[N:14]([CH2:30][CH2:31][CH2:32][Cl:33])[C:13]=2[CH2:12][CH2:11]1)=[O:9])([CH3:6])([CH3:4])[CH3:5], predict the reactants needed to synthesize it. The reactants are: [H-].[Na+].[C:3]([O:7][C:8]([N:10]1[CH2:23][CH2:22][C:21]2[C:20]3[CH:19]=[CH:18][CH:17]=[CH:16][C:15]=3[NH:14][C:13]=2[CH2:12][CH2:11]1)=[O:9])([CH3:6])([CH3:5])[CH3:4].CN(C=O)C.Br[CH2:30][CH2:31][CH2:32][Cl:33]. (4) Given the product [Br:20][C:21]1[CH:26]=[CH:25][C:24]([SH:27])=[C:23]([F:31])[CH:22]=1, predict the reactants needed to synthesize it. The reactants are: C1(P(C2C=CC=CC=2)C2C=CC=CC=2)C=CC=CC=1.[Br:20][C:21]1[CH:26]=[CH:25][C:24]([S:27](Cl)(=O)=O)=[C:23]([F:31])[CH:22]=1.O. (5) Given the product [Br:8][C:6]1[N:7]=[C:2]([NH:39][CH2:38][C:37]2[CH:40]=[CH:41][C:34]([O:33][CH3:32])=[CH:35][CH:36]=2)[C:3]([NH:9][C:26]([C:22]2[N:23]([CH3:25])[N:24]=[C:20]([C:16]([CH3:19])([CH3:18])[CH3:17])[C:21]=2[Cl:29])=[O:27])=[N:4][CH:5]=1, predict the reactants needed to synthesize it. The reactants are: Br[C:2]1[C:3]([NH2:9])=[N:4][CH:5]=[C:6]([Br:8])[N:7]=1.COCCOC.[C:16]([C:20]1[C:21]([Cl:29])=[C:22]([C:26](Cl)=[O:27])[N:23]([CH3:25])[N:24]=1)([CH3:19])([CH3:18])[CH3:17].[NH4+].[Cl-].[CH3:32][O:33][C:34]1[CH:41]=[CH:40][C:37]([CH2:38][NH2:39])=[CH:36][CH:35]=1. (6) The reactants are: C(C1C=C(C2ON=C(C3C=C(C)C(OCC(O)CNC(=O)CO)=C(C)C=3)N=2)C=CC=1)=O.[CH:32]([C:34]1[CH:35]=[C:36]([CH:40]=[CH:41][C:42]=1[CH3:43])[C:37]([OH:39])=O)=[O:33].[CH2:44]([C:46]1[CH:61]=[C:60]([C:62](=[NH:65])[NH:63]O)[CH:59]=[C:58]([CH3:66])[C:47]=1[O:48][CH2:49][C@@H:50]([OH:57])[CH2:51][NH:52][C:53](=[O:56])[CH2:54][OH:55])[CH3:45]. Given the product [CH2:44]([C:46]1[CH:61]=[C:60]([C:62]2[N:65]=[C:37]([C:36]3[CH:40]=[CH:41][C:42]([CH3:43])=[C:34]([CH:32]=[O:33])[CH:35]=3)[O:39][N:63]=2)[CH:59]=[C:58]([CH3:66])[C:47]=1[O:48][CH2:49][C@@H:50]([OH:57])[CH2:51][NH:52][C:53](=[O:56])[CH2:54][OH:55])[CH3:45], predict the reactants needed to synthesize it. (7) The reactants are: C(OC([NH:8][CH2:9][CH2:10][S:11][C:12]1[C:17]([C:18]([O:20][CH3:21])=[O:19])=[CH:16][C:15]([O:22][CH3:23])=[N:14][CH:13]=1)=O)(C)(C)C.Cl. Given the product [NH2:8][CH2:9][CH2:10][S:11][C:12]1[C:17]([C:18]([O:20][CH3:21])=[O:19])=[CH:16][C:15]([O:22][CH3:23])=[N:14][CH:13]=1, predict the reactants needed to synthesize it.